Dataset: Reaction yield outcomes from USPTO patents with 853,638 reactions. Task: Predict the reaction yield, written as a fraction of the theoretical maximum amount of product (1.0 means a 100% yield; for example, 0.34 means a 34% yield). (1) The reactants are [Cl:1][C:2]1[S:6][C:5]([S:7]([N:10](COCC[Si](C)(C)C)[C:11]2[C:19]3[C:14](=[CH:15][CH:16]=[CH:17][C:18]=3[O:20][CH3:21])[N:13]([CH2:22][C:23]3[CH:24]=[C:25]([CH:30]=[CH:31][CH:32]=3)[C:26]([O:28]C)=O)[N:12]=2)(=[O:9])=[O:8])=[CH:4][CH:3]=1.[NH:41]1CCCN2CCCN=[C:42]12.CN.CCCC[N+](CCCC)(CCCC)CCCC.[F-]. The catalyst is C1COCC1.C(Cl)Cl.O. The product is [Cl:1][C:2]1[S:6][C:5]([S:7]([NH:10][C:11]2[C:19]3[C:14](=[CH:15][CH:16]=[CH:17][C:18]=3[O:20][CH3:21])[N:13]([CH2:22][C:23]3[CH:24]=[C:25]([CH:30]=[CH:31][CH:32]=3)[C:26]([NH:41][CH3:42])=[O:28])[N:12]=2)(=[O:8])=[O:9])=[CH:4][CH:3]=1. The yield is 0.750. (2) The reactants are COC(=O)[CH2:4][CH2:5][NH:6][CH3:7].C1C2[C:12](=CC=CC=2)[CH2:11][C:10]1=[O:18].[C:19]1([CH3:25])[CH:24]=[CH:23][CH:22]=[CH:21][CH:20]=1. No catalyst specified. The product is [CH3:7][N:6]1[C:10](=[O:18])[CH2:11][CH2:12][C:25]2[C:19]3[CH:24]=[CH:23][CH:22]=[CH:21][C:20]=3[CH2:4][C:5]1=2. The yield is 0.280. (3) The reactants are [OH:1][C@H:2]1[CH2:7][CH2:6][CH2:5][C@@H:4]([NH:8][C:9]2[C:14]([C:15]([NH2:17])=[O:16])=[CH:13][N:12]=[C:11](S(C)(=O)=O)[N:10]=2)[CH2:3]1.Cl.[CH3:23][O:24][C:25]12[CH2:32][CH2:31][C:28]([NH2:33])([CH2:29][CH2:30]1)[CH2:27][CH2:26]2.CCN(C(C)C)C(C)C. The catalyst is CN1C(=O)CCC1. The product is [OH:1][C@H:2]1[CH2:7][CH2:6][CH2:5][C@@H:4]([NH:8][C:9]2[C:14]([C:15]([NH2:17])=[O:16])=[CH:13][N:12]=[C:11]([NH:33][C:28]34[CH2:31][CH2:32][C:25]([O:24][CH3:23])([CH2:26][CH2:27]3)[CH2:30][CH2:29]4)[N:10]=2)[CH2:3]1. The yield is 0.155. (4) The reactants are [NH2:1][CH:2]1[CH2:6][N:5]([C:7]([O:9][C:10]([CH3:13])([CH3:12])[CH3:11])=[O:8])[CH2:4][CH:3]1[C:14]([O:16][CH3:17])=[O:15].[CH3:18][C:19]1[CH:28]=[C:27]([CH2:29][N:30]2[C:38]3[C:33](=[CH:34][C:35]([C:39](Cl)=[O:40])=[CH:36][CH:37]=3)[CH:32]=[CH:31]2)[C:26]2[CH2:25][CH:24]=[CH:23][CH2:22][C:21]=2[N:20]=1. The catalyst is C(Cl)Cl.O. The product is [CH3:18][C:19]1[CH:28]=[C:27]([CH2:29][N:30]2[C:38]3[C:33](=[CH:34][C:35]([C:39]([NH:1][CH:2]4[CH2:6][N:5]([C:7]([O:9][C:10]([CH3:13])([CH3:12])[CH3:11])=[O:8])[CH2:4][CH:3]4[C:14]([O:16][CH3:17])=[O:15])=[O:40])=[CH:36][CH:37]=3)[CH:32]=[CH:31]2)[C:26]2[C:21](=[CH:22][CH:23]=[CH:24][CH:25]=2)[N:20]=1. The yield is 0.700. (5) The reactants are [CH3:1][C:2]1[C:6]2[C:7](=[O:19])[N:8]([CH2:12][CH2:13][N:14]3[CH2:18][CH2:17][CH2:16][CH2:15]3)[CH2:9][CH2:10][CH2:11][C:5]=2[NH:4][C:3]=1[CH:20]=O.[Br:22][C:23]1[CH:24]=[C:25]([F:33])[CH:26]=[C:27]2[C:31]=1[NH:30][C:29](=[O:32])[CH2:28]2. No catalyst specified. The product is [Br:22][C:23]1[CH:24]=[C:25]([F:33])[CH:26]=[C:27]2[C:31]=1[NH:30][C:29](=[O:32])/[C:28]/2=[CH:20]\[C:3]1[NH:4][C:5]2[CH2:11][CH2:10][CH2:9][N:8]([CH2:12][CH2:13][N:14]3[CH2:15][CH2:16][CH2:17][CH2:18]3)[C:7](=[O:19])[C:6]=2[C:2]=1[CH3:1]. The yield is 0.732. (6) The reactants are [Cl:1][C:2]1[C:3]([O:25][C:26]2[CH:31]=[CH:30][N:29]=[C:28](Cl)[CH:27]=2)=[CH:4][C:5]([F:24])=[C:6]([NH:8][C:9]([C:11]2([C:14]([NH:16][C:17]3[CH:22]=[CH:21][C:20]([F:23])=[CH:19][CH:18]=3)=[O:15])[CH2:13][CH2:12]2)=[O:10])[CH:7]=1.[C:33]([NH2:36])(=[O:35])[CH3:34].C(=O)([O-])[O-].[Cs+].[Cs+].CC1(C)C2C(=C(P(C3C=CC=CC=3)C3C=CC=CC=3)C=CC=2)OC2C(P(C3C=CC=CC=3)C3C=CC=CC=3)=CC=CC1=2. The catalyst is O1CCOCC1.C([O-])(=O)C.[Pd+2].C([O-])(=O)C.CO. The product is [C:33]([NH:36][C:28]1[CH:27]=[C:26]([O:25][C:3]2[C:2]([Cl:1])=[CH:7][C:6]([NH:8][C:9]([C:11]3([C:14]([NH:16][C:17]4[CH:18]=[CH:19][C:20]([F:23])=[CH:21][CH:22]=4)=[O:15])[CH2:12][CH2:13]3)=[O:10])=[C:5]([F:24])[CH:4]=2)[CH:31]=[CH:30][N:29]=1)(=[O:35])[CH3:34]. The yield is 0.477.